Dataset: Forward reaction prediction with 1.9M reactions from USPTO patents (1976-2016). Task: Predict the product of the given reaction. (1) Given the reactants F[C:2]1[CH:7]=[CH:6][C:5]([N+:8]([O-:10])=[O:9])=[C:4]([O:11][CH3:12])[CH:3]=1.[NH:13]1[CH2:18][CH2:17][CH:16]([N:19]2[CH2:24][CH2:23][O:22][CH2:21][CH2:20]2)[CH2:15][CH2:14]1, predict the reaction product. The product is: [CH3:12][O:11][C:4]1[CH:3]=[C:2]([N:13]2[CH2:18][CH2:17][CH:16]([N:19]3[CH2:24][CH2:23][O:22][CH2:21][CH2:20]3)[CH2:15][CH2:14]2)[CH:7]=[CH:6][C:5]=1[N+:8]([O-:10])=[O:9]. (2) Given the reactants CO.[S:3]1[C:8]2=[C:9]3[C:13](=[CH:14][CH:15]=[C:7]2[O:6][CH2:5][CH2:4]1)[NH:12][C:11]([C:16]([O:18]CC)=[O:17])=[CH:10]3.[Li+].[OH-], predict the reaction product. The product is: [S:3]1[C:8]2=[C:9]3[C:13](=[CH:14][CH:15]=[C:7]2[O:6][CH2:5][CH2:4]1)[NH:12][C:11]([C:16]([OH:18])=[O:17])=[CH:10]3. (3) Given the reactants CC(S([NH:7][C@@H:8]1[C:17]2[C:12](=[C:13]([CH3:18])[CH:14]=[CH:15][CH:16]=2)[CH2:11][CH2:10][CH2:9]1)=O)(C)C.[OH-].[Na+], predict the reaction product. The product is: [NH2:7][C@H:8]1[C:17]2[C:12](=[C:13]([CH3:18])[CH:14]=[CH:15][CH:16]=2)[CH2:11][CH2:10][CH2:9]1. (4) Given the reactants [C:1]([O:5][C:6]([N:8]1[C:12]2=[N:13][CH:14]=[C:15](Br)[CH:16]=[C:11]2[C:10]([C:18](=[O:27])[C:19]2[CH:24]=[CH:23][C:22]([O:25][CH3:26])=[CH:21][CH:20]=2)=[CH:9]1)=[O:7])([CH3:4])([CH3:3])[CH3:2].[S:28]1[CH:32]=[CH:31][CH:30]=[C:29]1B(O)O.C(=O)([O-])[O-].[K+].[K+].O1CCCC1, predict the reaction product. The product is: [C:1]([O:5][C:6]([N:8]1[C:12]2=[N:13][CH:14]=[C:15]([C:29]3[S:28][CH:32]=[CH:31][CH:30]=3)[CH:16]=[C:11]2[C:10]([C:18](=[O:27])[C:19]2[CH:24]=[CH:23][C:22]([O:25][CH3:26])=[CH:21][CH:20]=2)=[CH:9]1)=[O:7])([CH3:4])([CH3:3])[CH3:2]. (5) Given the reactants [I:1][C:2]1[CH:9]=[CH:8][C:5]([CH:6]=[O:7])=[CH:4][CH:3]=1.[CH:10]([Mg]Cl)([CH3:12])[CH3:11], predict the reaction product. The product is: [I:1][C:2]1[CH:9]=[CH:8][C:5]([CH:6]([OH:7])[CH:10]([CH3:12])[CH3:11])=[CH:4][CH:3]=1. (6) The product is: [Cl:30][C:27]1[CH:26]=[CH:25][C:24]([N:16]2[C:15]([NH:5][CH:31]3[CH2:36][CH2:35][CH2:34][CH2:33][CH2:32]3)=[C:23]3[C:18]([CH:19]=[CH:20][CH:21]=[CH:22]3)=[N:17]2)=[CH:29][CH:28]=1. Given the reactants C([N:5]([C:15]1[N:16]([C:24]2[CH:29]=[CH:28][C:27]([Cl:30])=[CH:26][CH:25]=2)[N:17]=[C:18]2[C:23]=1[CH:22]=[CH:21][CH:20]=[CH:19]2)C(NC1CCCCC1)=O)CCC.[CH:31]1(N)[CH2:36][CH2:35][CH2:34][CH2:33][CH2:32]1, predict the reaction product. (7) Given the reactants [CH2:1]([C:3]1[CH:4]=[C:5]([CH2:11][CH:12]([NH:16][C:17]([N:19]2[CH2:24][CH2:23][CH:22]([N:25]3[CH2:31][CH2:30][C:29]4[CH:32]=[CH:33][CH:34]=[CH:35][C:28]=4[NH:27][C:26]3=[O:36])[CH2:21][CH2:20]2)=[O:18])[C:13](O)=[O:14])[CH:6]=[CH:7][C:8]=1[CH2:9][CH3:10])[CH3:2].[N:37]1([CH:43]2[CH2:48][CH2:47][NH:46][CH2:45][CH2:44]2)[CH2:42][CH2:41][CH2:40][CH2:39][CH2:38]1, predict the reaction product. The product is: [N:37]1([CH:43]2[CH2:48][CH2:47][N:46]([C:13](=[O:14])[CH:12]([NH:16][C:17]([N:19]3[CH2:24][CH2:23][CH:22]([N:25]4[CH2:31][CH2:30][C:29]5[CH:32]=[CH:33][CH:34]=[CH:35][C:28]=5[NH:27][C:26]4=[O:36])[CH2:21][CH2:20]3)=[O:18])[CH2:11][C:5]3[CH:6]=[CH:7][C:8]([CH2:9][CH3:10])=[C:3]([CH2:1][CH3:2])[CH:4]=3)[CH2:45][CH2:44]2)[CH2:42][CH2:41][CH2:40][CH2:39][CH2:38]1.